This data is from Full USPTO retrosynthesis dataset with 1.9M reactions from patents (1976-2016). The task is: Predict the reactants needed to synthesize the given product. (1) Given the product [CH3:23][C:13]1([CH2:14][CH2:15][C:16]([O:18][C:19]([CH3:22])([CH3:21])[CH3:20])=[O:17])[O:24][C:4]2=[N:8][C:7]([N+:9]([O-:11])=[O:10])=[CH:6][N:5]2[CH2:12]1, predict the reactants needed to synthesize it. The reactants are: [H-].[Na+].Cl[C:4]1[N:5]([CH2:12][C:13]([OH:24])([CH3:23])[CH2:14][CH2:15][C:16]([O:18][C:19]([CH3:22])([CH3:21])[CH3:20])=[O:17])[CH:6]=[C:7]([N+:9]([O-:11])=[O:10])[N:8]=1. (2) The reactants are: [Cl:1][C:2]1[CH:7]=[CH:6][C:5]([N:8]2[CH2:13][CH2:12][CH:11]([CH2:14][C:15]([OH:17])=O)[CH2:10][CH2:9]2)=[C:4]([NH:18][C:19](=[O:27])[C:20]2[CH:25]=[CH:24][CH:23]=[C:22]([Cl:26])[CH:21]=2)[CH:3]=1.[OH:28][CH:29]1[CH2:34][CH2:33][NH:32][CH2:31][CH2:30]1.F[B-](F)(F)F.N1(OC(N(C)C)=[N+](C)C)C2C=CC=CC=2N=N1.C(N(CC)CC)C. Given the product [Cl:26][C:22]1[CH:21]=[C:20]([CH:25]=[CH:24][CH:23]=1)[C:19]([NH:18][C:4]1[CH:3]=[C:2]([Cl:1])[CH:7]=[CH:6][C:5]=1[N:8]1[CH2:9][CH2:10][CH:11]([CH2:14][C:15]([N:32]2[CH2:33][CH2:34][CH:29]([OH:28])[CH2:30][CH2:31]2)=[O:17])[CH2:12][CH2:13]1)=[O:27], predict the reactants needed to synthesize it. (3) Given the product [CH:26]([O:25][C:19]1[C:20]([CH3:24])=[CH:21][CH:22]=[CH:23][C:18]=1[C:17]([N:15]([CH3:16])[C:6]1([C:4]([OH:5])=[O:3])[CH2:14][C:13]2[C:8](=[CH:9][CH:10]=[CH:11][CH:12]=2)[CH2:7]1)=[O:29])([CH3:28])[CH3:27], predict the reactants needed to synthesize it. The reactants are: C([O:3][C:4]([C:6]1([N:15]([C:17](=[O:29])[C:18]2[CH:23]=[CH:22][CH:21]=[C:20]([CH3:24])[C:19]=2[O:25][CH:26]([CH3:28])[CH3:27])[CH3:16])[CH2:14][C:13]2[C:8](=[CH:9][CH:10]=[CH:11][CH:12]=2)[CH2:7]1)=[O:5])C.[OH-].[K+].O. (4) Given the product [S:15]([C:18]1[CH:24]=[CH:23][C:21]([CH3:22])=[CH:20][CH:19]=1)([OH:3])(=[O:17])=[O:16].[C:1]([OH:6])(=[O:5])[CH:2]([CH3:4])[OH:3], predict the reactants needed to synthesize it. The reactants are: [C:1]([O:6]C)(=[O:5])[CH:2]([CH3:4])[OH:3].C(N(CC)CC)C.[S:15](Cl)([C:18]1[CH:24]=[CH:23][C:21]([CH3:22])=[CH:20][CH:19]=1)(=[O:17])=[O:16].Cl.C([NH+](CC)CC)C. (5) Given the product [CH3:21][O:20][C:16]1[C:14]2[NH:15][C:11]([CH2:10][CH2:9][NH:7][CH3:6])=[N:12][C:13]=2[CH:19]=[CH:18][CH:17]=1, predict the reactants needed to synthesize it. The reactants are: C(O[C:6](=O)[N:7]([CH2:9][CH2:10][C:11]1[NH:15][C:14]2[C:16]([O:20][CH3:21])=[CH:17][CH:18]=[CH:19][C:13]=2[N:12]=1)C)(C)(C)C.C(O)(C(F)(F)F)=O. (6) Given the product [CH3:31][C:32]1[CH:39]=[CH:38][C:35]([CH2:36][N:7]2[C:8](=[O:9])[N:4]([CH2:1][CH2:2][CH3:3])[C:5]([CH2:10][O:11][C:12]([C:25]3[CH:30]=[CH:29][CH:28]=[CH:27][CH:26]=3)([C:19]3[CH:20]=[CH:21][CH:22]=[CH:23][CH:24]=3)[C:13]3[CH:18]=[CH:17][CH:16]=[CH:15][CH:14]=3)=[N:6]2)=[CH:34][CH:33]=1, predict the reactants needed to synthesize it. The reactants are: [CH2:1]([N:4]1[C:8](=[O:9])[NH:7][N:6]=[C:5]1[CH2:10][O:11][C:12]([C:25]1[CH:30]=[CH:29][CH:28]=[CH:27][CH:26]=1)([C:19]1[CH:24]=[CH:23][CH:22]=[CH:21][CH:20]=1)[C:13]1[CH:18]=[CH:17][CH:16]=[CH:15][CH:14]=1)[CH2:2][CH3:3].[CH3:31][C:32]1[CH:39]=[CH:38][C:35]([CH2:36]Br)=[CH:34][CH:33]=1.C(=O)([O-])[O-].[K+].[K+].